Dataset: Catalyst prediction with 721,799 reactions and 888 catalyst types from USPTO. Task: Predict which catalyst facilitates the given reaction. Reactant: [CH2:1]([C:3]1[CH:8]=[CH:7][C:6]([C:9](=[O:32])[CH2:10][N:11]2[CH2:16][CH2:15][CH:14]([N:17]3[C:21]4[CH:22]=[C:23]([F:30])[C:24]([C:26]([NH:28][CH3:29])=[O:27])=[CH:25][C:20]=4[NH:19][C:18]3=[O:31])[CH2:13][CH2:12]2)=[CH:5][CH:4]=1)[CH3:2].[BH4-].[Na+].O. The catalyst class is: 8. Product: [CH2:1]([C:3]1[CH:8]=[CH:7][C:6]([CH:9]([OH:32])[CH2:10][N:11]2[CH2:12][CH2:13][CH:14]([N:17]3[C:21]4[CH:22]=[C:23]([F:30])[C:24]([C:26]([NH:28][CH3:29])=[O:27])=[CH:25][C:20]=4[NH:19][C:18]3=[O:31])[CH2:15][CH2:16]2)=[CH:5][CH:4]=1)[CH3:2].